This data is from Catalyst prediction with 721,799 reactions and 888 catalyst types from USPTO. The task is: Predict which catalyst facilitates the given reaction. Reactant: [CH2:1]([O:3][C:4](=[O:37])[CH:5]([N+:34]([O-])=O)[CH2:6][C:7]1[CH:12]=[C:11]([Cl:13])[CH:10]=[CH:9][C:8]=1[O:14][CH2:15][C:16]([N:18]1[CH2:23][C@H:22]([CH3:24])[N:21]([CH2:25][C:26]2[CH:31]=[CH:30][C:29]([F:32])=[CH:28][CH:27]=2)[CH2:20][C@H:19]1[CH3:33])=[O:17])[CH3:2]. Product: [CH2:1]([O:3][C:4](=[O:37])[CH:5]([NH2:34])[CH2:6][C:7]1[CH:12]=[C:11]([Cl:13])[CH:10]=[CH:9][C:8]=1[O:14][CH2:15][C:16]([N:18]1[CH2:23][C@H:22]([CH3:24])[N:21]([CH2:25][C:26]2[CH:31]=[CH:30][C:29]([F:32])=[CH:28][CH:27]=2)[CH2:20][C@H:19]1[CH3:33])=[O:17])[CH3:2]. The catalyst class is: 183.